Dataset: TCR-epitope binding with 47,182 pairs between 192 epitopes and 23,139 TCRs. Task: Binary Classification. Given a T-cell receptor sequence (or CDR3 region) and an epitope sequence, predict whether binding occurs between them. The epitope is IYSKHTPINL. The TCR CDR3 sequence is CASSRDTFYEQYF. Result: 0 (the TCR does not bind to the epitope).